Dataset: Forward reaction prediction with 1.9M reactions from USPTO patents (1976-2016). Task: Predict the product of the given reaction. (1) Given the reactants [NH2:1][C:2]1[C:7]([C:8](=[O:10])[NH2:9])=[CH:6][C:5]([Cl:11])=[CH:4][C:3]=1[NH:12][C:13]([C:15]1[CH:20]=[CH:19][C:18]([CH:21]2[CH2:26][CH2:25][N:24](C(OC(C)(C)C)=O)[CH2:23][CH2:22]2)=[CH:17][CH:16]=1)=O, predict the reaction product. The product is: [Cl:11][C:5]1[CH:6]=[C:7]([C:8]([NH2:9])=[O:10])[C:2]2[N:1]=[C:13]([C:15]3[CH:16]=[CH:17][C:18]([CH:21]4[CH2:22][CH2:23][NH:24][CH2:25][CH2:26]4)=[CH:19][CH:20]=3)[NH:12][C:3]=2[CH:4]=1. (2) Given the reactants Cl.Cl.Cl.[F:4][C:5]1[CH:14]=[C:13]([C:15]2[C:20]([CH:21]3[CH2:26][CH2:25][NH:24][CH2:23][CH2:22]3)=[N:19][CH:18]=[CH:17][N:16]=2)[CH:12]=[CH:11][C:6]=1[C:7]([NH:9][CH3:10])=[O:8].C(N(CC)CC)C.FC(F)(F)S(O[C:40]1[CH:49]=[CH:48][C:47]2[C:42](=[CH:43][C:44]([F:50])=[CH:45][CH:46]=2)[N:41]=1)(=O)=O, predict the reaction product. The product is: [F:4][C:5]1[CH:14]=[C:13]([C:15]2[C:20]([CH:21]3[CH2:26][CH2:25][N:24]([C:40]4[CH:49]=[CH:48][C:47]5[C:42](=[CH:43][C:44]([F:50])=[CH:45][CH:46]=5)[N:41]=4)[CH2:23][CH2:22]3)=[N:19][CH:18]=[CH:17][N:16]=2)[CH:12]=[CH:11][C:6]=1[C:7]([NH:9][CH3:10])=[O:8]. (3) Given the reactants Cl.Cl.[CH:3]1([NH:6][C:7]([NH:9][C:10]2[CH:15]=[CH:14][C:13]([O:16][C:17]3[CH:22]=[CH:21][N:20]=[C:19]4[CH:23]=[C:24]([C:26]5[CH2:27][CH2:28][NH:29][CH2:30][CH:31]=5)[S:25][C:18]=34)=[C:12]([F:32])[CH:11]=2)=[O:8])[CH2:5][CH2:4]1.CCN(C(C)C)C(C)C.Cl[CH2:43][CH2:44][CH2:45][N:46]1[CH2:51][CH2:50][O:49][CH2:48][CH2:47]1, predict the reaction product. The product is: [CH:3]1([NH:6][C:7]([NH:9][C:10]2[CH:15]=[CH:14][C:13]([O:16][C:17]3[CH:22]=[CH:21][N:20]=[C:19]4[CH:23]=[C:24]([C:26]5[CH2:27][CH2:28][N:29]([CH2:43][CH2:44][CH2:45][N:46]6[CH2:51][CH2:50][O:49][CH2:48][CH2:47]6)[CH2:30][CH:31]=5)[S:25][C:18]=34)=[C:12]([F:32])[CH:11]=2)=[O:8])[CH2:5][CH2:4]1. (4) Given the reactants [CH:1]([N:4](C(C)C)[CH2:5]C)(C)C.F[P-](F)(F)(F)(F)F.N1(O[P+](N(C)C)(N(C)C)N(C)C)C2C=CC=CC=2N=N1.CNC.[CH:40]1[C:52]2[CH:51]([CH2:53][O:54][C:55]([N:57]3[CH2:66][CH2:65][C:64]4[C:59](=[CH:60][CH:61]=[CH:62][CH:63]=4)[C@H:58]3[C:67]([OH:69])=O)=[O:56])[C:50]3[C:45](=[CH:46][CH:47]=[CH:48][CH:49]=3)[C:44]=2[CH:43]=[CH:42][CH:41]=1, predict the reaction product. The product is: [CH3:1][N:4]([CH3:5])[C:67]([C@@H:58]1[C:59]2[C:64](=[CH:63][CH:62]=[CH:61][CH:60]=2)[CH2:65][CH2:66][N:57]1[C:55]([O:54][CH2:53][CH:51]1[C:52]2[CH:40]=[CH:41][CH:42]=[CH:43][C:44]=2[C:45]2[C:50]1=[CH:49][CH:48]=[CH:47][CH:46]=2)=[O:56])=[O:69]. (5) Given the reactants [CH3:1][N:2]([CH3:18])[CH2:3][CH2:4][N:5]([C:7]1[O:8][CH2:9][C:10](=[O:17])[C:11]=1[C:12]([O:14][CH2:15][CH3:16])=[O:13])[CH3:6].[NH:19]1[C:27]2[C:22](=[CH:23][CH:24]=[CH:25][N:26]=2)[C:21]([CH:28]=O)=[CH:20]1.N1CCC[C@H]1C(O)=O, predict the reaction product. The product is: [CH:12]([OH:14])=[O:13].[NH:19]1[C:27]2=[N:26][CH:25]=[CH:24][CH:23]=[C:22]2[C:21]([CH:28]=[C:9]2[O:8][C:7]([N:5]([CH2:4][CH2:3][N:2]([CH3:1])[CH3:18])[CH3:6])=[C:11]([C:12]([O:14][CH2:15][CH3:16])=[O:13])[C:10]2=[O:17])=[CH:20]1. (6) The product is: [C:1]([O:9][C@@H:10]1[C@@H:17]([O:18][C:19](=[O:26])[C:20]2[CH:25]=[CH:24][CH:23]=[CH:22][CH:21]=2)[C@H:16]([F:48])[C@@H:15]([CH2:28][O:29][C:30](=[O:37])[C:31]2[CH:36]=[CH:35][CH:34]=[CH:33][CH:32]=2)[O:14][CH:11]1[O:12][CH3:13])(=[O:8])[C:2]1[CH:7]=[CH:6][CH:5]=[CH:4][CH:3]=1. Given the reactants [C:1]([O:9][C@@H:10]1[C@@H:17]([O:18][C:19](=[O:26])[C:20]2[CH:25]=[CH:24][CH:23]=[CH:22][CH:21]=2)[C@@H:16](O)[C@@H:15]([CH2:28][O:29][C:30](=[O:37])[C:31]2[CH:36]=[CH:35][CH:34]=[CH:33][CH:32]=2)[O:14][CH:11]1[O:12][CH3:13])(=[O:8])[C:2]1[CH:7]=[CH:6][CH:5]=[CH:4][CH:3]=1.COCCN(S(F)(F)[F:48])CCOC, predict the reaction product. (7) Given the reactants [Br:1][C:2]1[C:3](Cl)=[N:4][C:5](Cl)=[N:6][CH:7]=1.[S:10]([NH2:20])(=[O:19])([C:12]1[CH:17]=[CH:16][C:15]([NH2:18])=[CH:14][CH:13]=1)=[O:11].C([N:24](CC)[CH:25]([CH3:27])[CH3:26])(C)C.C(OCC)C.[CH2:35](O)[CH2:36][CH2:37]C, predict the reaction product. The product is: [S:10]([C:12]1[CH:13]=[CH:14][C:15]([NH:18][C:5]2[N:4]=[C:3]([NH:24][C:25]3[CH:26]=[CH:37][C:36]([S:10](=[O:19])(=[O:11])[NH2:20])=[CH:35][CH:27]=3)[C:2]([Br:1])=[CH:7][N:6]=2)=[CH:16][CH:17]=1)(=[O:19])(=[O:11])[NH2:20]. (8) Given the reactants [Cl:1][C:2]1[CH:31]=[C:30]([N:32]([CH3:34])[CH3:33])[CH:29]=[CH:28][C:3]=1[CH2:4][N:5]1[C:9]2[CH:10]=[C:11]([O:15][CH2:16][C:17]3[CH:26]=[CH:25][CH:24]=[CH:23][C:18]=3[C:19]([O:21]C)=[O:20])[CH:12]=[C:13]([CH3:14])[C:8]=2[N:7]=[C:6]1[CH3:27].O1CCCC1.[OH-].[Na+].Cl, predict the reaction product. The product is: [Cl:1][C:2]1[CH:31]=[C:30]([N:32]([CH3:34])[CH3:33])[CH:29]=[CH:28][C:3]=1[CH2:4][N:5]1[C:9]2[CH:10]=[C:11]([O:15][CH2:16][C:17]3[CH:26]=[CH:25][CH:24]=[CH:23][C:18]=3[C:19]([OH:21])=[O:20])[CH:12]=[C:13]([CH3:14])[C:8]=2[N:7]=[C:6]1[CH3:27]. (9) Given the reactants [CH3:1][C:2]1[C:3]([CH2:44][CH2:45][C:46]([O:48]CC)=[O:47])=[C:4]([CH3:43])[C:5]2[C:13]3[C:8](=[CH:9][CH:10]=[CH:11][CH:12]=3)[N:7]([CH2:14][C:15]3[CH:20]=[CH:19][C:18]([C@H:21]([CH:36]4[CH2:41][CH2:40][O:39][CH2:38][CH2:37]4)[C:22](=[O:35])[N:23]4[CH2:28][CH2:27][N:26]([C:29]5[CH:34]=[CH:33][CH:32]=[CH:31][N:30]=5)[CH2:25][CH2:24]4)=[CH:17][CH:16]=3)[C:6]=2[N:42]=1.CO.C(=O)([O-])[O-].[K+].[K+].Cl, predict the reaction product. The product is: [CH3:1][C:2]1[C:3]([CH2:44][CH2:45][C:46]([OH:48])=[O:47])=[C:4]([CH3:43])[C:5]2[C:13]3[C:8](=[CH:9][CH:10]=[CH:11][CH:12]=3)[N:7]([CH2:14][C:15]3[CH:20]=[CH:19][C:18]([C@H:21]([CH:36]4[CH2:41][CH2:40][O:39][CH2:38][CH2:37]4)[C:22](=[O:35])[N:23]4[CH2:28][CH2:27][N:26]([C:29]5[CH:34]=[CH:33][CH:32]=[CH:31][N:30]=5)[CH2:25][CH2:24]4)=[CH:17][CH:16]=3)[C:6]=2[N:42]=1.